Dataset: Full USPTO retrosynthesis dataset with 1.9M reactions from patents (1976-2016). Task: Predict the reactants needed to synthesize the given product. Given the product [CH3:28][O:29][C:30]1[C:31](=[O:54])[C:32]([CH3:53])=[C:33]([CH2:39][C:40]2[CH:41]=[CH:42][C:43]([O:49][C:50](=[O:52])[CH3:51])=[C:44]([CH:48]=2)[C:45]([NH:6][C:5]2[CH:7]=[CH:8][C:9]([O:10][CH3:11])=[C:3]([O:2][CH3:1])[CH:4]=2)=[O:46])[C:34](=[O:38])[C:35]=1[O:36][CH3:37], predict the reactants needed to synthesize it. The reactants are: [CH3:1][O:2][C:3]1[CH:4]=[C:5]([CH:7]=[CH:8][C:9]=1[O:10][CH3:11])[NH2:6].C(N(CC)CC)C.[Cl-].ClC1N(C)CC[NH+]1C.[CH3:28][O:29][C:30]1[C:31](=[O:54])[C:32]([CH3:53])=[C:33]([CH2:39][C:40]2[CH:41]=[CH:42][C:43]([O:49][C:50](=[O:52])[CH3:51])=[C:44]([CH:48]=2)[C:45](O)=[O:46])[C:34](=[O:38])[C:35]=1[O:36][CH3:37].